The task is: Predict the product of the given reaction.. This data is from Forward reaction prediction with 1.9M reactions from USPTO patents (1976-2016). (1) The product is: [Cl:1][C:2]1[N:7]=[C:6]([C:8]2[S:12][C:11]([CH:13]([CH3:14])[CH3:15])=[N:10][C:9]=2[C:16]2[CH:17]=[C:18]([NH:22][S:23]([C:26]3[S:45][CH:29]=[CH:30][CH:31]=3)(=[O:25])=[O:24])[CH:19]=[CH:20][CH:21]=2)[CH:5]=[CH:4][N:3]=1. Given the reactants [Cl:1][C:2]1[N:7]=[C:6]([C:8]2[S:12][C:11]([CH:13]([CH3:15])[CH3:14])=[N:10][C:9]=2[C:16]2[CH:17]=[C:18]([NH:22][S:23]([C:26]3[C:31](F)=[CH:30][CH:29]=CC=3F)(=[O:25])=[O:24])[CH:19]=[CH:20][CH:21]=2)[CH:5]=[CH:4][N:3]=1.ClC1N=C(C2[S:45]C(C(C)C)=NC=2C2C=C(C=CC=2)N)C=CN=1.S1C=CC=C1S(Cl)(=O)=O, predict the reaction product. (2) Given the reactants [C:1]([O:5][C:6]([N:8]1[CH2:13][CH2:12][C:11]([C:20](=O)[CH2:21][C:22]#[N:23])([C:14]2[CH:19]=[CH:18][CH:17]=[CH:16][CH:15]=2)[CH2:10][CH2:9]1)=[O:7])([CH3:4])([CH3:3])[CH3:2].CCN(CC)CC.Cl.[C:33]([NH:37][NH2:38])([CH3:36])([CH3:35])[CH3:34], predict the reaction product. The product is: [C:1]([O:5][C:6]([N:8]1[CH2:13][CH2:12][C:11]([C:20]2[CH:21]=[C:22]([NH2:23])[N:37]([C:33]([CH3:36])([CH3:35])[CH3:34])[N:38]=2)([C:14]2[CH:19]=[CH:18][CH:17]=[CH:16][CH:15]=2)[CH2:10][CH2:9]1)=[O:7])([CH3:4])([CH3:3])[CH3:2].